Dataset: Peptide-MHC class I binding affinity with 185,985 pairs from IEDB/IMGT. Task: Regression. Given a peptide amino acid sequence and an MHC pseudo amino acid sequence, predict their binding affinity value. This is MHC class I binding data. (1) The peptide sequence is SMKLNVSLAH. The MHC is HLA-A11:01 with pseudo-sequence HLA-A11:01. The binding affinity (normalized) is 0.143. (2) The peptide sequence is FLNWVEDRN. The MHC is Mamu-B8701 with pseudo-sequence Mamu-B8701. The binding affinity (normalized) is 0.318. (3) The binding affinity (normalized) is 0.0847. The MHC is HLA-A26:02 with pseudo-sequence HLA-A26:02. The peptide sequence is ATYTGVFDK. (4) The peptide sequence is LVDENQSWY. The binding affinity (normalized) is 0.0847. The MHC is HLA-A03:01 with pseudo-sequence HLA-A03:01. (5) The peptide sequence is VILFIMFMLI. The binding affinity (normalized) is 0.594. The MHC is HLA-A03:01 with pseudo-sequence HLA-A03:01. (6) The peptide sequence is MPAYIRNTL. The MHC is HLA-B46:01 with pseudo-sequence HLA-B46:01. The binding affinity (normalized) is 0.0847. (7) The peptide sequence is NYLFGGFST. The MHC is HLA-A02:01 with pseudo-sequence HLA-A02:01. The binding affinity (normalized) is 0.0702.